From a dataset of Reaction yield outcomes from USPTO patents with 853,638 reactions. Predict the reaction yield, written as a fraction of the theoretical maximum amount of product (1.0 means a 100% yield; for example, 0.34 means a 34% yield). The reactants are Cl.[CH3:2][O:3][C:4]1[CH:9]=[CH:8][C:7]([NH:10][NH2:11])=[CH:6][CH:5]=1.C(N(CC)CC)C.[C:19]([CH2:25][C:26]#[N:27])(=O)[C:20]([CH3:23])([CH3:22])[CH3:21]. The catalyst is C1(C)C=CC=CC=1. The product is [C:20]([C:19]1[CH:25]=[C:26]([NH2:27])[N:10]([C:7]2[CH:8]=[CH:9][C:4]([O:3][CH3:2])=[CH:5][CH:6]=2)[N:11]=1)([CH3:23])([CH3:22])[CH3:21]. The yield is 0.700.